From a dataset of Forward reaction prediction with 1.9M reactions from USPTO patents (1976-2016). Predict the product of the given reaction. Given the reactants C(OC([N:8]1[CH2:13]C[C:11](=[CH:14]/C=C/C2C=CC=CC=2)[CH2:10][CH2:9]1)=O)(C)(C)C.[CH2:23](P(=O)(OCC)OCC)[CH:24]=[CH:25][C:26]1[CH:31]=[CH:30][CH:29]=[CH:28][CH:27]=1.[CH3:40][C:41]1[N:46]=[C:45]([N:47]2[CH2:52][CH2:51][C:50](=O)[CH2:49][CH2:48]2)[C:44]([N+:54]([O-:56])=[O:55])=[CH:43][CH:42]=1, predict the reaction product. The product is: [CH3:40][C:41]1[N:46]=[C:45]([N:47]2[CH2:52][CH2:51][C:50](=[CH:23]/[CH:24]=[CH:25]/[C:26]3[CH:27]=[CH:28][CH:29]=[C:30]([CH2:13][N:8]4[CH2:9][CH2:10][CH2:11][CH2:14]4)[CH:31]=3)[CH2:49][CH2:48]2)[C:44]([N+:54]([O-:56])=[O:55])=[CH:43][CH:42]=1.